This data is from Forward reaction prediction with 1.9M reactions from USPTO patents (1976-2016). The task is: Predict the product of the given reaction. (1) Given the reactants [NH2:1][C:2]1[CH:7]=[CH:6][C:5]([CH2:8][CH2:9][OH:10])=[CH:4][CH:3]=1.N1C=CN=C1.[C:16]([Si:20]([CH3:23])([CH3:22])Cl)([CH3:19])([CH3:18])[CH3:17].C(OCC)(=O)C, predict the reaction product. The product is: [Si:20]([O:10][CH2:9][CH2:8][C:5]1[CH:6]=[CH:7][C:2]([NH2:1])=[CH:3][CH:4]=1)([C:16]([CH3:19])([CH3:18])[CH3:17])([CH3:23])[CH3:22]. (2) The product is: [O:21]1[CH2:22][CH2:23][N:24]([C:27]2[CH:28]=[CH:29][C:30]([NH:31][C:2]3[N:7]=[C:6]([C:8]4[CH:17]=[CH:16][C:11]([C:12]([O:14][CH3:15])=[O:13])=[C:10]([O:18][CH3:19])[CH:9]=4)[C:5]([CH3:20])=[CH:4][N:3]=3)=[CH:32][CH:33]=2)[CH2:25][CH2:26]1. Given the reactants Cl[C:2]1[N:7]=[C:6]([C:8]2[CH:17]=[CH:16][C:11]([C:12]([O:14][CH3:15])=[O:13])=[C:10]([O:18][CH3:19])[CH:9]=2)[C:5]([CH3:20])=[CH:4][N:3]=1.[O:21]1[CH2:26][CH2:25][N:24]([C:27]2[CH:33]=[CH:32][C:30]([NH2:31])=[CH:29][CH:28]=2)[CH2:23][CH2:22]1.O.C1(C)C=CC(S(O)(=O)=O)=CC=1.CO, predict the reaction product. (3) Given the reactants C[O:2][C:3](=O)[CH:4]([CH2:10][C:11]1[CH:16]=[CH:15][C:14]([O:17][CH3:18])=[CH:13][C:12]=1[CH2:19][NH:20][CH2:21][C:22]([F:25])([F:24])[F:23])[CH2:5][C:6]([O:8][CH3:9])=[O:7].FC(F)(F)C(O)=O.COC(=O)[C@@H](CC1C=CC(OC)=CC=1CNCC(F)(F)F)CC(OC)=O, predict the reaction product. The product is: [CH3:9][O:8][C:6](=[O:7])[CH2:5][C@H:4]1[C:3](=[O:2])[N:20]([CH2:21][C:22]([F:25])([F:24])[F:23])[CH2:19][C:12]2[CH:13]=[C:14]([O:17][CH3:18])[CH:15]=[CH:16][C:11]=2[CH2:10]1. (4) The product is: [ClH:19].[NH2:1][CH2:2][CH:3]([C:12]1([OH:18])[CH2:17][CH2:16][CH2:15][CH2:14][CH2:13]1)[C:4]1[CH:5]=[CH:6][C:7]([O:10][CH3:11])=[CH:8][CH:9]=1. Given the reactants [NH2:1][CH2:2][CH:3]([C:12]1([OH:18])[CH2:17][CH2:16][CH2:15][CH2:14][CH2:13]1)[C:4]1[CH:9]=[CH:8][C:7]([O:10][CH3:11])=[CH:6][CH:5]=1.[ClH:19].C(O)(C)C, predict the reaction product. (5) Given the reactants [N:1]([O-])=O.[Na+].[CH]Cl.[CH3:7][C:8]1[C:12]([C:13]#[C:14][C:15]2[CH:20]=[CH:19][CH:18]=[CH:17][CH:16]=2)=[C:11]([NH2:21])[NH:10][N:9]=1.[Na+].[Cl-:23], predict the reaction product. The product is: [Cl:23][C:13]1[C:14]([C:15]2[CH:20]=[CH:19][CH:18]=[CH:17][CH:16]=2)=[N:1][N:21]=[C:11]2[NH:10][N:9]=[C:8]([CH3:7])[C:12]=12. (6) The product is: [CH2:2]([C:6]1[CH:11]=[CH:10][C:9]([C@@H:12]([CH3:20])[C:13]([NH:15][CH2:16][CH2:17][CH2:18][NH:19][C:23]2[NH:27][CH2:26][CH2:25][N:24]=2)=[O:14])=[CH:8][CH:7]=1)[CH:3]([CH3:5])[CH3:4]. Given the reactants Cl.[CH2:2]([C:6]1[CH:11]=[CH:10][C:9]([C@@H:12]([CH3:20])[C:13]([NH:15][CH2:16][CH2:17][CH2:18][NH2:19])=[O:14])=[CH:8][CH:7]=1)[CH:3]([CH3:5])[CH3:4].CS[C:23]1[NH:24][CH2:25][CH2:26][N:27]=1, predict the reaction product. (7) Given the reactants [F:1][C:2]1([F:30])[CH2:4][CH:3]1[CH2:5][N:6]1[C:14]2[C:9](=[N:10][C:11]([C:15]3[CH:20]=[CH:19][CH:18]=[C:17]([CH:21]4[CH2:26][CH2:25][NH:24][CH2:23][CH2:22]4)[CH:16]=3)=[CH:12][CH:13]=2)[N:8]([CH3:27])[S:7]1(=[O:29])=[O:28].CN1C(=O)CCC1.CCN(C(C)C)C(C)C.[CH3:47][S:48](Cl)(=[O:50])=[O:49], predict the reaction product. The product is: [F:30][C:2]1([F:1])[CH2:4][CH:3]1[CH2:5][N:6]1[C:14]2[C:9](=[N:10][C:11]([C:15]3[CH:20]=[CH:19][CH:18]=[C:17]([CH:21]4[CH2:26][CH2:25][N:24]([S:48]([CH3:47])(=[O:50])=[O:49])[CH2:23][CH2:22]4)[CH:16]=3)=[CH:12][CH:13]=2)[N:8]([CH3:27])[S:7]1(=[O:29])=[O:28].